From a dataset of Full USPTO retrosynthesis dataset with 1.9M reactions from patents (1976-2016). Predict the reactants needed to synthesize the given product. (1) Given the product [Cl:9][C:10]1[C:11]([C:29]2[C:37]3[C:32](=[CH:33][CH:34]=[CH:35][CH:36]=3)[NH:31][CH:30]=2)=[N:12][C:13]([NH:16][C:17]2[CH:22]=[C:21]([N+:23]([O-:25])=[O:24])[C:20]([N:5]3[CH2:6][CH2:7][C@@H:3]([N:2]([CH3:8])[CH3:1])[CH2:4]3)=[CH:19][C:18]=2[O:27][CH3:28])=[N:14][CH:15]=1, predict the reactants needed to synthesize it. The reactants are: [CH3:1][N:2]([CH3:8])[C@@H:3]1[CH2:7][CH2:6][NH:5][CH2:4]1.[Cl:9][C:10]1[C:11]([C:29]2[C:37]3[C:32](=[CH:33][CH:34]=[CH:35][CH:36]=3)[NH:31][CH:30]=2)=[N:12][C:13]([NH:16][C:17]2[CH:22]=[C:21]([N+:23]([O-:25])=[O:24])[C:20](F)=[CH:19][C:18]=2[O:27][CH3:28])=[N:14][CH:15]=1.CCN(C(C)C)C(C)C. (2) Given the product [CH:18]([C:2]1[CH:3]=[N:4][N:5]([CH2:16][CH3:17])[C:6]=1[C:7]1[CH:8]=[C:9]([C:12]([O:14][CH3:15])=[O:13])[S:10][CH:11]=1)=[CH2:19], predict the reactants needed to synthesize it. The reactants are: Br[C:2]1[CH:3]=[N:4][N:5]([CH2:16][CH3:17])[C:6]=1[C:7]1[CH:8]=[C:9]([C:12]([O:14][CH3:15])=[O:13])[S:10][CH:11]=1.[CH2:18]([Sn](CCCC)(CCCC)C=C)[CH2:19]CC. (3) Given the product [NH2:7][C@@:8]([C:18]1[CH:23]=[CH:22][CH:21]=[C:20]([CH3:24])[C:19]=1[F:25])([CH2:9][F:10])[CH2:11][C@H:12]([OH:17])[C:13]([F:15])([F:16])[F:14], predict the reactants needed to synthesize it. The reactants are: CC([S@]([NH:7][C@:8]([C:18]1[CH:23]=[CH:22][CH:21]=[C:20]([CH3:24])[C:19]=1[F:25])([CH2:11][C@H:12]([OH:17])[C:13]([F:16])([F:15])[F:14])[CH2:9][F:10])=O)(C)C.Cl.O1CCOCC1. (4) Given the product [CH3:13][O:12][C:14]1[CH:19]=[CH:18][C:17]([C:2]2[NH:10][C:5]3[C:4]([CH:3]=2)=[CH:9][CH:8]=[CH:7][CH:6]=3)=[CH:16][CH:15]=1, predict the reactants needed to synthesize it. The reactants are: Br[C:2](Br)=[CH:3][C:4]1[CH:9]=[CH:8][CH:7]=[CH:6][C:5]=1[NH2:10].[O:12]([C:14]1[CH:19]=[CH:18][C:17](B(O)O)=[CH:16][CH:15]=1)[CH3:13].[O-]P([O-])([O-])=O.[K+].[K+].[K+].O. (5) Given the product [NH:10]=[C:11]1[CH:16]=[CH:15][C:14]([N:17]=[N:7][C:6]2[CH:8]=[CH:9][C:3]([C:1]#[N:2])=[CH:4][CH:5]=2)=[CH:13][CH2:12]1, predict the reactants needed to synthesize it. The reactants are: [C:1]([C:3]1[CH:9]=[CH:8][C:6]([NH2:7])=[CH:5][CH:4]=1)#[N:2].[NH2:10][C:11]1[CH:16]=[CH:15][CH:14]=[CH:13][CH:12]=1.[NH2:17]C(N)=O.